From a dataset of Forward reaction prediction with 1.9M reactions from USPTO patents (1976-2016). Predict the product of the given reaction. Given the reactants [N+:1]([C:4]1[CH:9]=[CH:8][C:7]([S:10](Cl)(=[O:12])=[O:11])=[CH:6][CH:5]=1)([O-:3])=[O:2].[Br:14][C:15]1[CH:16]=[C:17]([CH:19]=[CH:20][CH:21]=1)[NH2:18].N1C=CC=CC=1, predict the reaction product. The product is: [Br:14][C:15]1[CH:16]=[C:17]([NH:18][S:10]([C:7]2[CH:8]=[CH:9][C:4]([N+:1]([O-:3])=[O:2])=[CH:5][CH:6]=2)(=[O:12])=[O:11])[CH:19]=[CH:20][CH:21]=1.